From a dataset of Forward reaction prediction with 1.9M reactions from USPTO patents (1976-2016). Predict the product of the given reaction. (1) Given the reactants [CH3:1][O:2][C:3]1[CH:8]=[CH:7][CH:6]=[CH:5][C:4]=1[S:9]([N:12]([CH3:25])[C:13]1[CH:14]=[CH:15][CH:16]=[C:17]2[C:21]=1[NH:20][C:19]([C:22]([NH2:24])=O)=[CH:18]2)(=[O:11])=[O:10].COC1C=CC(P2(SP(C3C=CC(OC)=CC=3)(=S)S2)=[S:35])=CC=1, predict the reaction product. The product is: [CH3:1][O:2][C:3]1[CH:8]=[CH:7][CH:6]=[CH:5][C:4]=1[S:9]([N:12]([CH3:25])[C:13]1[CH:14]=[CH:15][CH:16]=[C:17]2[C:21]=1[NH:20][C:19]([C:22](=[S:35])[NH2:24])=[CH:18]2)(=[O:11])=[O:10]. (2) The product is: [OH:28][C@:18]12[CH2:19][C:20](=[O:51])[CH2:21][CH2:22][C@:23]1([CH3:24])[C@@H:25]1[C@H:15]([C@H:6]3[C@@:4]([CH2:27][CH2:26]1)([CH3:5])[C:3](=[O:12])[CH2:8][CH2:7]3)[CH2:16]/[C:17]/2=[N:29]\[OH:30]. Given the reactants C1CO[C:8]23OCC[O:12][C:3]2([C@:4]2([CH2:27][CH2:26][C@H:25]4[C@@H:15]([CH2:16]/[C:17](=[N:29]\[OH:30])/[C@:18]5([OH:28])[C@:23]4([CH3:24])[CH2:22][CH2:21][CH2:20][CH2:19]5)[C@@H:6]2[CH2:7]3)[CH3:5])O1.C([C@@H]1C2[C@](C)(CCC(=[O:51])C2)[C@@H]2[C@H]([C@H]3[C@@](CC2)(C)C(=O)CC3)C1)#N, predict the reaction product.